This data is from Reaction yield outcomes from USPTO patents with 853,638 reactions. The task is: Predict the reaction yield, written as a fraction of the theoretical maximum amount of product (1.0 means a 100% yield; for example, 0.34 means a 34% yield). The reactants are [C:1](N)(=[O:3])[CH3:2].C=O.O.Cl.[NH:9]([CH2:14][C:15]([OH:17])=[O:16])[CH2:10][C:11]([OH:13])=[O:12].C(NCC(O)=O)(=O)C. The catalyst is COCCOC. The product is [C:1]([N:9]([CH2:14][C:15]([OH:17])=[O:16])[CH2:10][C:11]([OH:13])=[O:12])(=[O:3])[CH3:2]. The yield is 0.870.